From a dataset of Forward reaction prediction with 1.9M reactions from USPTO patents (1976-2016). Predict the product of the given reaction. (1) Given the reactants Br[C:2]1[C:3]([N:22]2[CH2:26][CH2:25][C@@H:24]([OH:27])[CH2:23]2)=[N:4][CH:5]=[C:6]([CH:21]=1)[C:7]([NH:9][C:10]1[CH:15]=[CH:14][C:13]([O:16][C:17]([F:20])([F:19])[F:18])=[CH:12][CH:11]=1)=[O:8].[CH3:28][N:29]1[CH:33]=[C:32](B2OC(C)(C)C(C)(C)O2)[CH:31]=[N:30]1.C([O-])([O-])=O.[Na+].[Na+].COCCOC, predict the reaction product. The product is: [OH:27][C@@H:24]1[CH2:25][CH2:26][N:22]([C:3]2[C:2]([C:32]3[CH:31]=[N:30][N:29]([CH3:28])[CH:33]=3)=[CH:21][C:6]([C:7]([NH:9][C:10]3[CH:15]=[CH:14][C:13]([O:16][C:17]([F:20])([F:19])[F:18])=[CH:12][CH:11]=3)=[O:8])=[CH:5][N:4]=2)[CH2:23]1. (2) Given the reactants [NH2:1][C:2]1[CH:7]=[CH:6][C:5]([N:8]2[CH2:13][CH2:12][C:11]3[C:14]([C:25]([O:27]CC)=O)=[N:15][N:16]([C:17]4[CH:22]=[CH:21][C:20]([O:23][CH3:24])=[CH:19][CH:18]=4)[C:10]=3[C:9]2=[O:30])=[CH:4][CH:3]=1.C([NH2:33])=O.C[O-].[Na+].CO, predict the reaction product. The product is: [NH2:1][C:2]1[CH:7]=[CH:6][C:5]([N:8]2[CH2:13][CH2:12][C:11]3[C:14]([C:25]([NH2:33])=[O:27])=[N:15][N:16]([C:17]4[CH:22]=[CH:21][C:20]([O:23][CH3:24])=[CH:19][CH:18]=4)[C:10]=3[C:9]2=[O:30])=[CH:4][CH:3]=1.